The task is: Predict the reactants needed to synthesize the given product.. This data is from Full USPTO retrosynthesis dataset with 1.9M reactions from patents (1976-2016). (1) Given the product [Cl:22][C:23]1([F:25])[CH2:24][CH:28]1[C:29]([O:31][CH2:32][CH3:33])=[O:30], predict the reactants needed to synthesize it. The reactants are: C(C1OC[C@H](C(C)(C)C)N=1)(C1OC[C@H](C(C)(C)C)N=1)(C)C.[Cl:22][C:23]([F:25])=[CH2:24].[N+](=[CH:28][C:29]([O:31][CH2:32][CH3:33])=[O:30])=[N-]. (2) Given the product [N:26]1[CH:27]=[CH:28][CH:29]=[C:24]([C:9]2[CH2:10][CH2:11][N:12]([C:15]([O:17][C:18]([CH3:19])([CH3:20])[CH3:21])=[O:16])[CH2:13][CH:14]=2)[CH:25]=1, predict the reactants needed to synthesize it. The reactants are: CC1(C)C(C)(C)OB([C:9]2[CH2:10][CH2:11][N:12]([C:15]([O:17][C:18]([CH3:21])([CH3:20])[CH3:19])=[O:16])[CH2:13][CH:14]=2)O1.Br[C:24]1[CH:25]=[N:26][CH:27]=[CH:28][CH:29]=1.C([O-])([O-])=O.[K+].[K+]. (3) Given the product [Cl:1][C:2]1[C:7]([O:8][CH3:9])=[CH:6][C:5]([O:10][CH3:11])=[C:4]([Cl:12])[C:3]=1[C:13]1[N:18]=[CH:17][C:16]2[C:19]([C:22]3[CH:23]=[N:24][N:25]([CH2:27][C:28]([N:32]4[CH2:35][CH:34]([OH:36])[CH2:33]4)=[O:30])[CH:26]=3)=[N:20][NH:21][C:15]=2[CH:14]=1, predict the reactants needed to synthesize it. The reactants are: [Cl:1][C:2]1[C:7]([O:8][CH3:9])=[CH:6][C:5]([O:10][CH3:11])=[C:4]([Cl:12])[C:3]=1[C:13]1[N:18]=[CH:17][C:16]2[C:19]([C:22]3[CH:23]=[N:24][N:25]([CH2:27][C:28]([OH:30])=O)[CH:26]=3)=[N:20][NH:21][C:15]=2[CH:14]=1.Cl.[NH:32]1[CH2:35][CH:34]([OH:36])[CH2:33]1. (4) Given the product [CH3:26][CH:24]1[CH2:25][N:20]([C:16]2[CH:15]=[C:14]([N:11]3[CH:12]=[N:13][C:9]([NH:8][C:5]4[CH:6]=[CH:7][C:2]([N:1]5[CH2:36][CH2:35][O:34][CH2:33][CH2:32]5)=[CH:3][CH:4]=4)=[N:10]3)[CH:19]=[CH:18][N:17]=2)[CH2:21][CH:22]([CH3:30])[N:23]1[C:27](=[O:29])[CH3:28], predict the reactants needed to synthesize it. The reactants are: [NH2:1][C:2]1[CH:7]=[CH:6][C:5]([NH:8][C:9]2[N:13]=[CH:12][N:11]([C:14]3[CH:19]=[CH:18][N:17]=[C:16]([N:20]4[CH2:25][CH:24]([CH3:26])[N:23]([C:27](=[O:29])[CH3:28])[CH:22]([CH3:30])[CH2:21]4)[CH:15]=3)[N:10]=2)=[CH:4][CH:3]=1.Cl[CH2:32][CH2:33][O:34][CH2:35][CH2:36]Cl.[I-].[Na+].C([O-])([O-])=O.[K+].[K+].